This data is from Full USPTO retrosynthesis dataset with 1.9M reactions from patents (1976-2016). The task is: Predict the reactants needed to synthesize the given product. (1) Given the product [C:38]([NH:15][C:14]1[CH:16]=[CH:17][N:10]([C@@H:2]2[O:9][C@H:6]([CH2:7][OH:8])[C@@H:4]([OH:5])[CH2:3]2)[C:11](=[O:12])[N:13]=1)([O:37][CH2:36][CH:23]1[C:35]2[C:34](=[CH:42][CH:43]=[CH:26][CH:27]=2)[C:33]2[C:28]1=[CH:29][CH:30]=[CH:31][CH:32]=2)=[O:39], predict the reactants needed to synthesize it. The reactants are: Cl.[C@@H:2]1([N:10]2[CH:17]=[CH:16][C:14]([NH2:15])=[N:13][C:11]2=[O:12])[O:9][C@H:6]([CH2:7][OH:8])[C@@H:4]([OH:5])[CH2:3]1.C[Si](C)(C)Cl.[C:23]1([CH2:36][O:37][C:38](Cl)=[O:39])[C:35]2[CH2:34][C:33]3[C:28](=[CH:29][CH:30]=[CH:31][CH:32]=3)[C:27]=2[CH:26]=CC=1.N1C=CC=[CH:43][CH:42]=1. (2) The reactants are: [C:1]([C:3]1[CH:8]=[CH:7][C:6]([C:9]2[N:13]3[CH:14]=[C:15]([C:18]4[CH:26]=[CH:25][C:21]([C:22](O)=[O:23])=[CH:20][CH:19]=4)[CH:16]=[CH:17][C:12]3=[N:11][CH:10]=2)=[CH:5][CH:4]=1)#[N:2].CN(C(ON1N=NC2C=CC=NC1=2)=[N+](C)C)C.F[P-](F)(F)(F)(F)F.CN1CCOCC1.[CH2:58]([N:60]1[CH2:65][CH2:64][NH:63][CH2:62][CH2:61]1)[CH3:59]. Given the product [CH2:58]([N:60]1[CH2:65][CH2:64][N:63]([C:22]([C:21]2[CH:25]=[CH:26][C:18]([C:15]3[CH:16]=[CH:17][C:12]4[N:13]([C:9]([C:6]5[CH:5]=[CH:4][C:3]([C:1]#[N:2])=[CH:8][CH:7]=5)=[CH:10][N:11]=4)[CH:14]=3)=[CH:19][CH:20]=2)=[O:23])[CH2:62][CH2:61]1)[CH3:59], predict the reactants needed to synthesize it. (3) Given the product [CH3:14][O:13][C:9]1[CH:8]=[C:7]([CH2:6][NH2:5]=[O:15])[CH:12]=[CH:11][N:10]=1, predict the reactants needed to synthesize it. The reactants are: FC(F)(F)C([NH+:5]([O-:15])[CH2:6][C:7]1[CH:12]=[CH:11][N:10]=[C:9]([O:13][CH3:14])[CH:8]=1)=O.C(=O)([O-])[O-].[K+].[K+]. (4) Given the product [OH:1][C:2]1[CH:3]=[C:4]2[C:9](=[CH:10][CH:11]=1)[CH:8]=[C:7]([C:12]([O:14][CH3:20])=[O:13])[CH:6]=[CH:5]2, predict the reactants needed to synthesize it. The reactants are: [OH:1][C:2]1[CH:3]=[C:4]2[C:9](=[CH:10][CH:11]=1)[CH:8]=[C:7]([C:12]([OH:14])=[O:13])[CH:6]=[CH:5]2.S(=O)(=O)(O)O.[CH3:20]O.